Dataset: Peptide-MHC class I binding affinity with 185,985 pairs from IEDB/IMGT. Task: Regression. Given a peptide amino acid sequence and an MHC pseudo amino acid sequence, predict their binding affinity value. This is MHC class I binding data. (1) The peptide sequence is RAISNPIEL. The MHC is H-2-Db with pseudo-sequence H-2-Db. The binding affinity (normalized) is 0.779. (2) The peptide sequence is RQFPTAGEF. The MHC is Mamu-B3901 with pseudo-sequence Mamu-B3901. The binding affinity (normalized) is 0.616.